The task is: Predict the product of the given reaction.. This data is from Forward reaction prediction with 1.9M reactions from USPTO patents (1976-2016). (1) The product is: [F:26][C:5]1[S:1][C:2]([C:6]2[S:7][CH:8]=[CH:9][CH:10]=2)=[CH:3][CH:4]=1. Given the reactants [S:1]1[CH:5]=[CH:4][CH:3]=[C:2]1[C:6]1[S:7][CH:8]=[CH:9][CH:10]=1.C([Li])CCC.C1C=CC(S(N(S(C2C=CC=CC=2)(=O)=O)[F:26])(=O)=O)=CC=1, predict the reaction product. (2) Given the reactants [CH3:1][C:2]1[CH:7]=[C:6]([CH3:8])[CH:5]=[CH:4][C:3]=1[C:9]1[C:10]2[CH:19]=[CH:18][N:17]([CH2:20][O:21][CH2:22][CH2:23][Si:24]([CH3:27])([CH3:26])[CH3:25])[C:11]=2[N:12]=[C:13]([S:15][CH3:16])[N:14]=1.[Br:28]N1C(=O)CCC1=O, predict the reaction product. The product is: [Br:28][C:19]1[C:10]2[C:9]([C:3]3[CH:4]=[CH:5][C:6]([CH3:8])=[CH:7][C:2]=3[CH3:1])=[N:14][C:13]([S:15][CH3:16])=[N:12][C:11]=2[N:17]([CH2:20][O:21][CH2:22][CH2:23][Si:24]([CH3:27])([CH3:26])[CH3:25])[CH:18]=1.